From a dataset of Reaction yield outcomes from USPTO patents with 853,638 reactions. Predict the reaction yield, written as a fraction of the theoretical maximum amount of product (1.0 means a 100% yield; for example, 0.34 means a 34% yield). (1) The reactants are [CH2:1]([C:3]1[NH:4][C:5](=[O:27])[C:6]([CH2:12][C:13]2[CH:18]=[CH:17][C:16]([C:19]3[C:20]([C:25]#[N:26])=[CH:21][CH:22]=[CH:23][CH:24]=3)=[CH:15][CH:14]=2)=[C:7]([CH2:9][CH2:10][CH3:11])[N:8]=1)[CH3:2].[CH3:28][C:29]1([CH3:41])[CH2:33][C:32]2[CH:34]=[C:35](B(O)O)[CH:36]=[CH:37][C:31]=2[O:30]1.N1C=CC=CC=1.C(N(CC)CC)C. The catalyst is C(OCC)(=O)C.C([O-])(=O)C.[Cu+2].C([O-])(=O)C.ClCCl. The product is [CH3:28][C:29]1([CH3:41])[CH2:33][C:32]2[CH:34]=[C:35]([N:4]3[C:5](=[O:27])[C:6]([CH2:12][C:13]4[CH:18]=[CH:17][C:16]([C:19]5[C:20]([C:25]#[N:26])=[CH:21][CH:22]=[CH:23][CH:24]=5)=[CH:15][CH:14]=4)=[C:7]([CH2:9][CH2:10][CH3:11])[N:8]=[C:3]3[CH2:1][CH3:2])[CH:36]=[CH:37][C:31]=2[O:30]1. The yield is 0.800. (2) The reactants are [Cl:1][C:2]1[C:3]([CH3:22])=[C:4]([S:8]([NH:11][C:12]2[S:13][CH:14]=[C:15]([CH2:17][CH2:18][O:19][CH2:20][CH3:21])[N:16]=2)(=[O:10])=[O:9])[CH:5]=[CH:6][CH:7]=1.Cl.[CH3:24][NH:25][CH3:26].[CH2:27]=O. The catalyst is C(O)(=O)C. The product is [Cl:1][C:2]1[C:3]([CH3:22])=[C:4]([S:8]([NH:11][C:12]2[S:13][C:14]([CH2:24][N:25]([CH3:27])[CH3:26])=[C:15]([CH2:17][CH2:18][O:19][CH2:20][CH3:21])[N:16]=2)(=[O:9])=[O:10])[CH:5]=[CH:6][CH:7]=1. The yield is 0.280. (3) The reactants are F[C:2]1[N:7]=[C:6]([O:8][CH3:9])[C:5]([S:10][C:11]2[N:16]=[C:15]([NH:17][C:18](=[O:20])[CH3:19])[CH:14]=[C:13]([NH:21][C:22](=[O:24])[CH3:23])[N:12]=2)=[C:4]([O:25][CH3:26])[N:3]=1.[NH:27]1[CH2:32][CH2:31][NH:30][CH2:29][CH2:28]1. The catalyst is CN(C=O)C. The product is [CH3:26][O:25][C:4]1[C:5]([S:10][C:11]2[N:16]=[C:15]([NH:17][C:18](=[O:20])[CH3:19])[CH:14]=[C:13]([NH:21][C:22](=[O:24])[CH3:23])[N:12]=2)=[C:6]([O:8][CH3:9])[N:7]=[C:2]([N:27]2[CH2:32][CH2:31][NH:30][CH2:29][CH2:28]2)[N:3]=1. The yield is 0.720. (4) The reactants are [CH2:1]([NH:3][CH2:4][CH3:5])[CH3:2].CN(C)C=O.F[C:12]1[CH:17]=[CH:16][C:15]([C:18]([F:21])([F:20])[F:19])=[CH:14][C:13]=1[N+:22]([O-:24])=[O:23]. The catalyst is O. The product is [CH2:1]([N:3]([CH2:4][CH3:5])[C:12]1[CH:17]=[CH:16][C:15]([C:18]([F:21])([F:20])[F:19])=[CH:14][C:13]=1[N+:22]([O-:24])=[O:23])[CH3:2]. The yield is 0.983. (5) The reactants are [CH3:1][O:2][C:3]([C:5]1[CH:13]=[C:12]2[C:8]([C:9]3[CH:17]=[C:16]([CH3:18])[CH:15]=[N:14][C:10]=3[NH:11]2)=[C:7](N)[CH:6]=1)=[O:4].[I:20]C1C=C(C#N)C=C2C=1C1C=C(C)C=NC=1N2. No catalyst specified. The product is [CH3:1][O:2][C:3]([C:5]1[CH:13]=[C:12]2[C:8]([C:9]3[CH:17]=[C:16]([CH3:18])[CH:15]=[N:14][C:10]=3[NH:11]2)=[C:7]([I:20])[CH:6]=1)=[O:4]. The yield is 0.690. (6) The product is [NH2:14][C:8]1[CH:9]=[CH:10][C:11]([Cl:13])=[CH:12][C:7]=1[C:5]([C:4]1[CH:23]=[CH:24][CH:25]=[CH:26][C:3]=1[CH2:2][N:28]([CH3:29])[CH3:27])=[O:6]. The reactants are Br[CH2:2][C:3]1[CH:26]=[CH:25][CH:24]=[CH:23][C:4]=1[C:5]([C:7]1[CH:12]=[C:11]([Cl:13])[CH:10]=[CH:9][C:8]=1[NH:14]C(=O)C1C=CC=CC=1)=[O:6].[CH3:27][NH:28][CH3:29].[OH-].[K+]. The catalyst is C(Cl)Cl.O. The yield is 0.530. (7) The reactants are [F:1][C:2]1[CH:8]=[CH:7][CH:6]=[C:5]([F:9])[C:3]=1[NH2:4].[H-].[Na+].[Cl:12][C:13]1[C:18]([C:19]#[N:20])=[C:17](Cl)[N:16]=[C:15]([S:22][CH3:23])[N:14]=1. The catalyst is CS(C)=O.CCOC(C)=O. The product is [Cl:12][C:13]1[C:18]([C:19]#[N:20])=[C:17]([NH:4][C:3]2[C:2]([F:1])=[CH:8][CH:7]=[CH:6][C:5]=2[F:9])[N:16]=[C:15]([S:22][CH3:23])[N:14]=1. The yield is 0.820. (8) The reactants are [C:1]([O:5][C:6]([NH:8][C@@H:9]1[CH2:13][CH2:12][C@:11]([CH:17]([CH3:19])[CH3:18])([C:14]([OH:16])=O)[CH2:10]1)=[O:7])([CH3:4])([CH3:3])[CH3:2].[C:20]1([CH:26]2[CH2:31][CH2:30][NH:29][CH2:28][CH2:27]2)[CH:25]=[CH:24][CH:23]=[CH:22][CH:21]=1.C(N(CC)CC)C.F[P-](F)(F)(F)(F)F.N1(O[P+](N(C)C)(N(C)C)N(C)C)C2C=CC=CC=2N=N1. The catalyst is C(Cl)Cl. The product is [CH:17]([C@:11]1([C:14]([N:29]2[CH2:28][CH:27]=[C:26]([C:20]3[CH:25]=[CH:24][CH:23]=[CH:22][CH:21]=3)[CH2:31][CH2:30]2)=[O:16])[CH2:12][CH2:13][C@@H:9]([NH:8][C:6](=[O:7])[O:5][C:1]([CH3:2])([CH3:3])[CH3:4])[CH2:10]1)([CH3:19])[CH3:18]. The yield is 0.800.